This data is from Forward reaction prediction with 1.9M reactions from USPTO patents (1976-2016). The task is: Predict the product of the given reaction. (1) Given the reactants Cl.[N+:2]([C:5]1[CH:6]=[C:7]([NH:11][C:12]2([C:18]([O:20][CH3:21])=[O:19])[CH2:17][CH2:16][NH:15][CH2:14][CH2:13]2)[CH:8]=[CH:9][CH:10]=1)([O-:4])=[O:3].[C:22]1([C:28](=[CH2:39])[C:29]([O:31][CH2:32][C:33]2[CH:38]=[CH:37][CH:36]=[CH:35][CH:34]=2)=[O:30])[CH:27]=[CH:26][CH:25]=[CH:24][CH:23]=1.C(N(CC)CC)C, predict the reaction product. The product is: [CH3:21][O:20][C:18]([C:12]1([NH:11][C:7]2[CH:8]=[CH:9][CH:10]=[C:5]([N+:2]([O-:4])=[O:3])[CH:6]=2)[CH2:13][CH2:14][N:15]([CH2:39][CH:28]([C:22]2[CH:27]=[CH:26][CH:25]=[CH:24][CH:23]=2)[C:29]([O:31][CH2:32][C:33]2[CH:34]=[CH:35][CH:36]=[CH:37][CH:38]=2)=[O:30])[CH2:16][CH2:17]1)=[O:19]. (2) Given the reactants [Cl:1][C:2]1[CH:7]=[CH:6][C:5]([C:8]([CH3:16])([CH3:15])[CH2:9][C:10](=[O:14])[C:11]([OH:13])=[O:12])=[C:4]([O:17][CH3:18])[C:3]=1[F:19].S(=O)(=O)(O)O.C(=O)(O)[O-].[Na+].[CH2:30](O)[CH3:31], predict the reaction product. The product is: [CH2:30]([O:12][C:11](=[O:13])[C:10](=[O:14])[CH2:9][C:8]([C:5]1[CH:6]=[CH:7][C:2]([Cl:1])=[C:3]([F:19])[C:4]=1[O:17][CH3:18])([CH3:16])[CH3:15])[CH3:31]. (3) Given the reactants CN([P+](ON1N=[N:19][C:14]2[CH:15]=[CH:16][CH:17]=[CH:18][C:13]1=2)(N(C)C)N(C)C)C.F[P-](F)(F)(F)(F)F.C([N:31]([CH2:35]C)[CH:32]([CH3:34])[CH3:33])(C)C.Cl.CNOC.CN(C(OCC1C2C(=CC=CC=2)C2C1=CC=CC=2)=O)[C@H](C(O)=O)C[O:46][CH2:47][C:48]1[CH:53]=[CH:52][CH:51]=[CH:50][CH:49]=1.[H-].[Li+].[Al+3].[H-].[H-].[H-].[Cl-].[NH4+].NC1C=C2C([CH:87]=[C:88]([C:94]3[CH:99]=[CH:98][CH:97]=[CH:96][C:95]=3[C:100]([F:103])([F:102])[F:101])[NH:89][C:90]2=[O:93])=CC=1.C([BH3-])#N.[Na+].C(=O)(O)[O-].[Na+].N1CCCCC1, predict the reaction product. The product is: [CH2:47]([O:46][CH2:34][C@H:32]([NH:31][CH3:35])[CH2:33][NH:19][C:14]1[CH:13]=[C:18]2[C:17]([CH:87]=[C:88]([C:94]3[CH:99]=[CH:98][CH:97]=[CH:96][C:95]=3[C:100]([F:101])([F:102])[F:103])[NH:89][C:90]2=[O:93])=[CH:16][CH:15]=1)[C:48]1[CH:53]=[CH:52][CH:51]=[CH:50][CH:49]=1. (4) Given the reactants FC(F)(F)C(O)=O.CN(C)[CH:10]=[C:11]([N:17]1[CH:21]=[CH:20][N:19]=[N:18]1)[C:12](OCC)=[O:13].[CH:23]1([N:27]2[CH2:32][CH2:31][N:30]([C:33]3[CH:38]=[C:37]([NH:39][NH2:40])[N:36]=[CH:35][N:34]=3)[CH2:29][CH2:28]2)[CH2:26][CH2:25][CH2:24]1, predict the reaction product. The product is: [CH:23]1([N:27]2[CH2:28][CH2:29][N:30]([C:33]3[N:34]=[CH:35][N:36]=[C:37]([N:39]4[C:12](=[O:13])[C:11]([N:17]5[CH:21]=[CH:20][N:19]=[N:18]5)=[CH:10][NH:40]4)[CH:38]=3)[CH2:31][CH2:32]2)[CH2:24][CH2:25][CH2:26]1. (5) Given the reactants C([O:4][CH2:5][CH:6]1[CH:11]=[CH:10][C@H:9]([NH:12][C:13]([O:15][C:16]([CH3:19])([CH3:18])[CH3:17])=[O:14])[CH2:8][O:7]1)(=O)C, predict the reaction product. The product is: [OH:4][CH2:5][CH:6]1[O:7][CH2:8][C@@H:9]([NH:12][C:13](=[O:14])[O:15][C:16]([CH3:18])([CH3:17])[CH3:19])[CH2:10][CH2:11]1. (6) Given the reactants C1C=C(Cl)C=C(C(OO)=[O:9])C=1.[Cl:12][C:13]1[CH:18]=[CH:17][C:16]([C:19]2([C:22](=[O:31])[CH2:23][S:24][C:25]3[N:26]([CH3:30])[CH:27]=[CH:28][N:29]=3)[CH2:21][CH2:20]2)=[CH:15][CH:14]=1, predict the reaction product. The product is: [Cl:12][C:13]1[CH:18]=[CH:17][C:16]([C:19]2([C:22](=[O:31])[CH2:23][S:24]([C:25]3[N:26]([CH3:30])[CH:27]=[CH:28][N:29]=3)=[O:9])[CH2:21][CH2:20]2)=[CH:15][CH:14]=1.